This data is from Forward reaction prediction with 1.9M reactions from USPTO patents (1976-2016). The task is: Predict the product of the given reaction. (1) Given the reactants [OH:1][C:2]1[CH:7]=[CH:6][CH:5]=[CH:4][C:3]=1[CH2:8][C:9]([OH:11])=[O:10].[Br-:12].[Br-].[Br-].[CH2:15]([N+](CCCC)(CCCC)CCCC)CCC.C([N+](CCCC)(CCCC)CCCC)CCC.C([N+](CCCC)(CCCC)CCCC)CCC, predict the reaction product. The product is: [Br:12][C:5]1[CH:6]=[CH:7][C:2]([OH:1])=[C:3]([CH2:8][C:9]([O:11][CH3:15])=[O:10])[CH:4]=1. (2) Given the reactants Br[C:2]1[N:7]=[N:6][C:5]([NH2:8])=[N:4][C:3]=1[C:9]1[CH:14]=[CH:13][CH:12]=[CH:11][CH:10]=1.[CH3:15][C:16]1[CH:21]=[C:20](B2OC(C)(C)C(C)(C)O2)[CH:19]=[C:18]([C:31]([F:34])([F:33])[F:32])[N:17]=1.C([O-])([O-])=O.[K+].[K+], predict the reaction product. The product is: [CH3:15][C:16]1[CH:21]=[C:20]([C:2]2[N:7]=[N:6][C:5]([NH2:8])=[N:4][C:3]=2[C:9]2[CH:14]=[CH:13][CH:12]=[CH:11][CH:10]=2)[CH:19]=[C:18]([C:31]([F:33])([F:32])[F:34])[N:17]=1. (3) Given the reactants [C:1]([NH:5][S:6]([C:9]1[C:18]2[C:13](=[CH:14][CH:15]=[CH:16][CH:17]=2)[C:12]([C:19]([OH:21])=O)=[CH:11][CH:10]=1)(=[O:8])=[O:7])([CH3:4])([CH3:3])[CH3:2].C(Cl)(=O)C([Cl:25])=O, predict the reaction product. The product is: [C:1]([NH:5][S:6]([C:9]1[C:18]2[C:13](=[CH:14][CH:15]=[CH:16][CH:17]=2)[C:12]([C:19]([Cl:25])=[O:21])=[CH:11][CH:10]=1)(=[O:8])=[O:7])([CH3:4])([CH3:3])[CH3:2]. (4) Given the reactants C(OC([N:8]1[CH2:12][CH2:11][CH2:10][C@H:9]1[CH2:13][O:14][C:15]1[CH:16]=[C:17]([C:25]([O:27][CH3:28])=[O:26])[C:18](=[CH:23][CH:24]=1)[C:19]([O:21][CH3:22])=[O:20])=O)(C)(C)C.C(O)(C(F)(F)F)=O, predict the reaction product. The product is: [NH:8]1[CH2:12][CH2:11][CH2:10][C@H:9]1[CH2:13][O:14][C:15]1[CH:16]=[C:17]([C:25]([O:27][CH3:28])=[O:26])[C:18](=[CH:23][CH:24]=1)[C:19]([O:21][CH3:22])=[O:20].